This data is from Forward reaction prediction with 1.9M reactions from USPTO patents (1976-2016). The task is: Predict the product of the given reaction. (1) Given the reactants [C:1]([O:5][C:6]([N:8]1[CH2:13][CH2:12][CH2:11][C@H:10]([C:14](=[NH:17])[NH:15][OH:16])[CH2:9]1)=[O:7])([CH3:4])([CH3:3])[CH3:2].[NH:18]1[CH:22]=[CH:21][CH:20]=[C:19]1[C:23](O)=O.C1C=CC2N(O)N=NC=2C=1.CCN=C=NCCCN(C)C.Cl.C(N(CC)CC)C, predict the reaction product. The product is: [C:1]([O:5][C:6]([N:8]1[CH2:13][CH2:12][CH2:11][C@H:10]([C:14]2[N:17]=[C:23]([C:19]3[NH:18][CH:22]=[CH:21][CH:20]=3)[O:16][N:15]=2)[CH2:9]1)=[O:7])([CH3:4])([CH3:2])[CH3:3]. (2) The product is: [NH2:10][C:7]1[CH:8]=[CH:9][C:2]([O:26][CH:23]2[CH2:24][CH2:25][N:20]([CH2:13][C:14]3[CH:19]=[CH:18][CH:17]=[CH:16][CH:15]=3)[CH2:21][CH2:22]2)=[C:3]([CH:6]=1)[C:4]#[N:5]. Given the reactants Cl[C:2]1[CH:9]=[CH:8][C:7]([N+:10]([O-])=O)=[CH:6][C:3]=1[C:4]#[N:5].[CH2:13]([N:20]1[CH2:25][CH2:24][CH:23]([OH:26])[CH2:22][CH2:21]1)[C:14]1[CH:19]=[CH:18][CH:17]=[CH:16][CH:15]=1, predict the reaction product. (3) The product is: [CH:16]12[O:23][CH:20]([CH2:21][CH2:22]1)[CH2:19][N:18]([C:24]1[CH:25]=[CH:26][C:27]([NH:30][C:31]3[N:36]=[CH:35][N:34]=[C:33]([C:37]4[CH:57]=[CH:56][C:40]([O:41][C@H:42]5[CH2:47][CH2:46][N:45]([C:48]([O:50][C:51]([CH3:54])([CH3:52])[CH3:53])=[O:49])[CH2:44][C@H:43]5[F:55])=[C:39]([C:58]#[N:59])[CH:38]=4)[N:32]=3)=[CH:28][CH:29]=1)[CH2:17]2. Given the reactants C(OC(N1CCC(O)C(F)C1)=O)(C)(C)C.[CH:16]12[O:23][CH:20]([CH2:21][CH2:22]1)[CH2:19][N:18]([C:24]1[CH:29]=[CH:28][C:27]([NH:30][C:31]3[N:36]=[CH:35][N:34]=[C:33]([C:37]4[CH:57]=[CH:56][C:40]([O:41][C@H:42]5[CH2:47][CH2:46][N:45]([C:48]([O:50][C:51]([CH3:54])([CH3:53])[CH3:52])=[O:49])[CH2:44][C@H:43]5[F:55])=[C:39]([C:58]#[N:59])[CH:38]=4)[N:32]=3)=[CH:26][CH:25]=1)[CH2:17]2.[H-].[Na+].C12OC(CC1)CN(C1C=CC(NC3N=CN=C(C4C=CC(F)=C(C=4)C#N)N=3)=CC=1)C2, predict the reaction product. (4) Given the reactants [Cl:1][C:2]1[CH:3]=[N:4][CH:5]=[C:6]([Cl:20])[C:7]=1[S:8][C:9]1[S:13][C:12]([C:14](Cl)=[O:15])=[CH:11][C:10]=1[N+:17]([O-:19])=[O:18].[F:21][C:22]1[CH:28]=[CH:27][C:26]([F:29])=[CH:25][C:23]=1[NH2:24], predict the reaction product. The product is: [Cl:1][C:2]1[CH:3]=[N:4][CH:5]=[C:6]([Cl:20])[C:7]=1[S:8][C:9]1[S:13][C:12]([C:14]([NH:24][C:23]2[CH:25]=[C:26]([F:29])[CH:27]=[CH:28][C:22]=2[F:21])=[O:15])=[CH:11][C:10]=1[N+:17]([O-:19])=[O:18]. (5) Given the reactants [NH:1]([C:3]1[CH:8]=[C:7]([C:9]#[N:10])[CH:6]=[CH:5][N:4]=1)[NH2:2].[F:11][C:12]1[CH:17]=[C:16]([F:18])[CH:15]=[CH:14][C:13]=1[CH2:19][C:20](=O)[CH2:21][C:22](OC)=[O:23], predict the reaction product. The product is: [F:11][C:12]1[CH:17]=[C:16]([F:18])[CH:15]=[CH:14][C:13]=1[CH2:19][C:20]1[CH:21]=[C:22]([OH:23])[N:1]([C:3]2[CH:8]=[C:7]([C:9]#[N:10])[CH:6]=[CH:5][N:4]=2)[N:2]=1. (6) Given the reactants Cl[CH2:2][C:3]([N:5]1[C:14]2[C:9](=[CH:10][CH:11]=[CH:12][CH:13]=2)[CH2:8][CH2:7][CH2:6]1)=[O:4].[N+:15]([C:18]1[CH:19]=[CH:20][C:21]2[S:25][C:24]([SH:26])=[N:23][C:22]=2[CH:27]=1)([O-:17])=[O:16], predict the reaction product. The product is: [N:5]1([C:3](=[O:4])[CH2:2][S:26][C:24]2[S:25][C:21]3[CH:20]=[CH:19][C:18]([N+:15]([O-:17])=[O:16])=[CH:27][C:22]=3[N:23]=2)[C:14]2[C:9](=[CH:10][CH:11]=[CH:12][CH:13]=2)[CH2:8][CH2:7][CH2:6]1.